Dataset: Experimentally validated miRNA-target interactions with 360,000+ pairs, plus equal number of negative samples. Task: Binary Classification. Given a miRNA mature sequence and a target amino acid sequence, predict their likelihood of interaction. (1) The miRNA is hsa-miR-3186-3p with sequence UCACGCGGAGAGAUGGCUUUG. The protein sequence of the target gene is MVASRAIGSLSRFSAFRILRSRGCICRSFTTSSALLTRTHINYGVKGDVAVIRINSPNSKVNTLNKEVQSEFIEVMNEIWANDQIRSAVLISSKPGCFVAGADINMLSSCTTPQEATRISQEGQRMFEKLEKSPKPVVAAISGSCLGGGLELAIACQYRIATKDRKTVLGVPEVLLGILPGAGGTQRLPKMVGVPAAFDMMLTGRNIRADRAKKMGLVDQLVEPLGPGIKSPEERTIEYLEEVAVNFAKGLADRKVSAKQSKGLVEKLTTYAMTVPFVRQQVYKTVEEKVKKQTKGLYPA.... Result: 0 (no interaction). (2) The miRNA is mmu-miR-24-3p with sequence UGGCUCAGUUCAGCAGGAACAG. The protein sequence of the target gene is MEESGYESVLCVKPDVHVYRIPPRATNRGYRAAEWQLDQPSWSGRLRITAKGQMAYIKLEDRTSGELFAQAPVDQFPGTAVESVTDSSRYFVIRIEDGNGRRAFIGIGFGDRGDAFDFNVALQDHFKWVKQQCEFAKQAQNPDQGPKLDLGFKEGQTIKLNIANMKKKEGAAGNPRVRPASTGGLSLLPPPPGGKTSTLIPPPGEQLAVGGSLVQPAVAPSSGGAPVPWPQPNPATADIWGDFTKSTGSTSSQTQPGTGWVQF. Result: 0 (no interaction). (3) The miRNA is hsa-let-7i-5p with sequence UGAGGUAGUAGUUUGUGCUGUU. The protein sequence of the target gene is MKELQDIARLSDRFISVELVDESLFDWNVKLHQVDKDSVLWQDMKETNTEFILLNLTFPDNFPFSPPFMRVLSPRLENGYVLDGGAICMELLTPRGWSSAYTVEAVMRQFAASLVKGQGRICRKAGKSKKSFSRKEAEATFKSLVKTHEKYGWVTPPVSDG. Result: 0 (no interaction). (4) The miRNA is mmu-miR-199a-5p with sequence CCCAGUGUUCAGACUACCUGUUC. The protein sequence of the target gene is MAEARKRRELLPLIYHHLLRAGYVRAAREVKEQSGQKCFLAQPVTLLDIYTHWQQTSELGRKRKAEEDAALQAKKTRVSDPISTSESSEEEEEAEAETAKATPRLASTNSSVLGADLPSSMKEKAKAETEKAGKTGNSMPHPATGKTVANLLSGKSPRKSAEPSANTTLVSETEEEGSVPAFGAAAKPGMVSAGQADSSSEDTSSSSDETDVEGKPSVKPAQVKASSVSTKESPARKAAPAPGKVGDVTPQVKGGALPPAKRAKKPEEESESSEEGSESEEEAPAGTRSQVKASEKILQV.... Result: 0 (no interaction). (5) The miRNA is hsa-miR-6124 with sequence GGGAAAAGGAAGGGGGAGGA. The protein sequence of the target gene is MAAPAPGLISVFSSSQELGAALAQLVAQRAACCLAGARARFALGLSGGSLVSMLARELPAAVAPAGPASLARWTLGFCDERLVPFDHAESTYGLYRTHLLSRLPIPESQVITINPELPVEEAAEDYAKKLRQAFQGDSIPVFDLLILGVGPDGHTCSLFPDHPLLQEREKIVAPISDSPKPPPQRVTLTLPVLNAARTVIFVATGEGKAAVLKRILEDQEENPLPAALVQPHTGKLCWFLDEAAARLLTVPFEKHSTL. Result: 0 (no interaction). (6) Result: 0 (no interaction). The protein sequence of the target gene is MLYLEDYLEMIEQLPMDLRDRFTEMREMDLQVQNAMDQLEQRVSEFFMNAKKNKPEWREEQMASIKKDYYKALEDADEKVQLANQIYDLVDRHLRKLDQELAKFKMELEADNAGITEILERRSLELDAPSQPVNNHHAHSHTPVEKRKYNPTSHHAAADHIPEKKFKSEALLSTLTSDASKENTLGCRNNNSTASCNNAYNVNSSQPLASYNIGSLSSGAGAGAITMAAAQAVQATAQMKEGRRTSSLKASYEAFKNNDFQLGKEFSIPRETAGYSSSSALMTTLTQNASSSATDSRSGR.... The miRNA is hsa-miR-2861 with sequence GGGGCCUGGCGGUGGGCGG. (7) The miRNA is hsa-miR-585-5p with sequence CUAGCACACAGAUACGCCCAGA. The protein sequence of the target gene is MAAGGLSRSERKAAERVRRLREEQQRERLRQVSRILRKAAAERSAEEGRLLAESADLVTELQGRSRRREGLKRRQEEVCDDPEELRGKVRELASAVRNAKYLVVYTGAGISTAASIPDYRGPNGVWTLLQKGRSVSAADLSEAEPTLTHMSITRLHEQKLVQHVVSQNCDGLHLRSGLPRTAISELHGNMYIEVCTSCVPNREYVRVFDVTERTALHRHQTGRTCHKCGTQLRDTIVHFGERGTLGQPLNWEAATEAASRADTILCLGSSLKVLKKYPRLWCMTKPPSRRPKLYIVNLQW.... Result: 0 (no interaction). (8) The miRNA is mmu-miR-453 with sequence AGGUUGCCUCAUAGUGAGCUUGCA. The protein sequence of the target gene is MAALRMLWMGLVLLGLLGFPQTPAQGHDTVQPNFQQDKFLGRWYSAGLASNSSWFREKKAVLYMCKTVVAPSTEGGLNLTSTFLRKNQCETKIMVLQPAGAPGHYTYSSPHSGSIHSVSVVEANYDEYALLFSRGTKGPGQDFRMATLYSRTQTLKDELKEKFTTFSKAQGLTEEDIVFLPQPDKCIQE. Result: 0 (no interaction). (9) The miRNA is mmu-miR-139-5p with sequence UCUACAGUGCACGUGUCUCCAG. The protein sequence of the target gene is MALFYVARYPGPDAAAAAGPEGAEAGAHGRARALLERLQSRARERQQQREPAQTEAAASTEPATRRRRRPRRRRRVNDAEPGSPEAPQGKRRKADGEDAGAESNEEAPGEPSAGSSEEAPGEPSAGSSEEAPGERSTSASAEAAPDGPALEEAAGPLVPGLVLGGFGKRKAPKVQPFLPRWLAEPNCVRRNVTEDLVPIEDIPDVHPDLQKQLRAHGISSYFPVQAAVIPALLESAACGFLVGRGGYRPSDLCVSAPTGSGKTLAFVIPVVQALLSRVVCHIRALVVLPTKELAQQVSKV.... Result: 0 (no interaction). (10) The miRNA is ssc-miR-27b-3p with sequence UUCACAGUGGCUAAGUUCUGC. The protein sequence of the target gene is MFHVSFRYIFGLPPLILVLLPVASSDCDIEGKDGKQYESVLMVSIDQLLDSMKEIGSNCLNNEFNFFKRHICDANKEGMFLFRAARKLRQFLKMNSTGDFDLHLLKVSEGTTILLNCTGQVKGRKPAALGEAQPTKSLEENKSLKEQKKLNDLCFLKRLLQEIKTCWNKILMGTKEH. Result: 0 (no interaction).